This data is from NCI-60 drug combinations with 297,098 pairs across 59 cell lines. The task is: Regression. Given two drug SMILES strings and cell line genomic features, predict the synergy score measuring deviation from expected non-interaction effect. (1) Drug 1: CCCS(=O)(=O)NC1=C(C(=C(C=C1)F)C(=O)C2=CNC3=C2C=C(C=N3)C4=CC=C(C=C4)Cl)F. Drug 2: C1CC(=O)NC(=O)C1N2C(=O)C3=CC=CC=C3C2=O. Cell line: SF-295. Synergy scores: CSS=2.08, Synergy_ZIP=-0.623, Synergy_Bliss=0.968, Synergy_Loewe=0.432, Synergy_HSA=0.335. (2) Cell line: UACC-257. Drug 2: C1=CN(C=N1)CC(O)(P(=O)(O)O)P(=O)(O)O. Synergy scores: CSS=4.34, Synergy_ZIP=5.23, Synergy_Bliss=13.1, Synergy_Loewe=2.03, Synergy_HSA=2.07. Drug 1: CC1CCC2CC(C(=CC=CC=CC(CC(C(=O)C(C(C(=CC(C(=O)CC(OC(=O)C3CCCCN3C(=O)C(=O)C1(O2)O)C(C)CC4CCC(C(C4)OC)O)C)C)O)OC)C)C)C)OC. (3) Drug 1: C1=CC(=CC=C1CC(C(=O)O)N)N(CCCl)CCCl.Cl. Drug 2: CC1C(C(=O)NC(C(=O)N2CCCC2C(=O)N(CC(=O)N(C(C(=O)O1)C(C)C)C)C)C(C)C)NC(=O)C3=C4C(=C(C=C3)C)OC5=C(C(=O)C(=C(C5=N4)C(=O)NC6C(OC(=O)C(N(C(=O)CN(C(=O)C7CCCN7C(=O)C(NC6=O)C(C)C)C)C)C(C)C)C)N)C. Cell line: NCI-H322M. Synergy scores: CSS=-1.83, Synergy_ZIP=3.00, Synergy_Bliss=4.10, Synergy_Loewe=-0.868, Synergy_HSA=0.164. (4) Drug 1: CS(=O)(=O)C1=CC(=C(C=C1)C(=O)NC2=CC(=C(C=C2)Cl)C3=CC=CC=N3)Cl. Drug 2: CC1CCC2CC(C(=CC=CC=CC(CC(C(=O)C(C(C(=CC(C(=O)CC(OC(=O)C3CCCCN3C(=O)C(=O)C1(O2)O)C(C)CC4CCC(C(C4)OC)O)C)C)O)OC)C)C)C)OC. Cell line: HOP-62. Synergy scores: CSS=23.9, Synergy_ZIP=-1.11, Synergy_Bliss=6.73, Synergy_Loewe=-26.7, Synergy_HSA=7.53. (5) Synergy scores: CSS=9.74, Synergy_ZIP=0.121, Synergy_Bliss=4.06, Synergy_Loewe=2.92, Synergy_HSA=3.32. Drug 2: CC1=C(C=C(C=C1)C(=O)NC2=CC(=CC(=C2)C(F)(F)F)N3C=C(N=C3)C)NC4=NC=CC(=N4)C5=CN=CC=C5. Cell line: SF-539. Drug 1: CS(=O)(=O)C1=CC(=C(C=C1)C(=O)NC2=CC(=C(C=C2)Cl)C3=CC=CC=N3)Cl. (6) Drug 1: CC1=C2C(C(=O)C3(C(CC4C(C3C(C(C2(C)C)(CC1OC(=O)C(C(C5=CC=CC=C5)NC(=O)C6=CC=CC=C6)O)O)OC(=O)C7=CC=CC=C7)(CO4)OC(=O)C)O)C)OC(=O)C. Drug 2: CC(C)(C#N)C1=CC(=CC(=C1)CN2C=NC=N2)C(C)(C)C#N. Cell line: UO-31. Synergy scores: CSS=-2.66, Synergy_ZIP=0.454, Synergy_Bliss=-2.45, Synergy_Loewe=-2.02, Synergy_HSA=-3.47.